This data is from Peptide-MHC class II binding affinity with 134,281 pairs from IEDB. The task is: Regression. Given a peptide amino acid sequence and an MHC pseudo amino acid sequence, predict their binding affinity value. This is MHC class II binding data. (1) The peptide sequence is TLYGPQLSQKIVQIN. The MHC is DRB3_0202 with pseudo-sequence DRB3_0202. The binding affinity (normalized) is 0.237. (2) The peptide sequence is MNIKLQMPLYVAGYK. The MHC is HLA-DQA10501-DQB10201 with pseudo-sequence HLA-DQA10501-DQB10201. The binding affinity (normalized) is 0.364. (3) The peptide sequence is ASLIYRRRLMKQDFS. The MHC is DRB1_1501 with pseudo-sequence DRB1_1501. The binding affinity (normalized) is 0. (4) The peptide sequence is CPKYVKQNTLKLATG. The MHC is DRB1_1501 with pseudo-sequence DRB1_1501. The binding affinity (normalized) is 0.492. (5) The peptide sequence is TSAVGAPTGATTAAA. The MHC is DRB1_0701 with pseudo-sequence DRB1_0701. The binding affinity (normalized) is 0.132. (6) The peptide sequence is APEVKYTVKETALKK. The MHC is HLA-DQA10101-DQB10501 with pseudo-sequence HLA-DQA10101-DQB10501. The binding affinity (normalized) is 0.111.